This data is from Forward reaction prediction with 1.9M reactions from USPTO patents (1976-2016). The task is: Predict the product of the given reaction. (1) Given the reactants [OH:1][CH:2]([CH:14]=[CH2:15])[CH2:3][CH2:4][N:5]([CH3:13])[C:6](=[O:12])[O:7][C:8]([CH3:11])([CH3:10])[CH3:9].[Cl:16][C:17]1[C:24]([F:25])=[CH:23][C:20]([C:21]#[N:22])=[C:19](F)[CH:18]=1, predict the reaction product. The product is: [Cl:16][C:17]1[C:24]([F:25])=[CH:23][C:20]([C:21]#[N:22])=[C:19]([CH:18]=1)[O:1][CH:2]([CH:14]=[CH2:15])[CH2:3][CH2:4][N:5]([CH3:13])[C:6](=[O:12])[O:7][C:8]([CH3:11])([CH3:9])[CH3:10]. (2) Given the reactants [CH3:1][N:2]1[C:7](=[O:8])[C:6]2[C:9]([O:15][C:16]3[C:17]([CH3:30])=[C:18]([NH:22][C:23](=[O:29])[O:24][C:25]([CH3:28])([CH3:27])[CH3:26])[CH:19]=[CH:20][CH:21]=3)=[CH:10][C:11](=[O:14])[N:12]([CH3:13])[C:5]=2[N:4]([C:31]2[CH:36]=[CH:35][C:34]([I:37])=[CH:33][C:32]=2[F:38])C1=O.O.[OH-].[Li+], predict the reaction product. The product is: [CH3:1][NH:2][C:7]([C:6]1[C:9]([O:15][C:16]2[C:17]([CH3:30])=[C:18]([NH:22][C:23](=[O:29])[O:24][C:25]([CH3:26])([CH3:27])[CH3:28])[CH:19]=[CH:20][CH:21]=2)=[CH:10][C:11](=[O:14])[N:12]([CH3:13])[C:5]=1[NH:4][C:31]1[CH:36]=[CH:35][C:34]([I:37])=[CH:33][C:32]=1[F:38])=[O:8]. (3) Given the reactants [S:1](Cl)(Cl)=[O:2].[OH:5][C@H:6]([CH3:17])[CH2:7][CH2:8][NH:9][C:10](=[O:16])[O:11][C:12]([CH3:15])([CH3:14])[CH3:13].N1C=CC=CC=1.C(OCC)(=O)C, predict the reaction product. The product is: [CH3:17][C@H:6]1[O:5][S:1](=[O:2])[N:9]([C:10]([O:11][C:12]([CH3:13])([CH3:15])[CH3:14])=[O:16])[CH2:8][CH2:7]1. (4) Given the reactants I[C:2]1[CH2:3][CH2:4][C:5](=[O:17])[N:6]([CH2:8][C:9]2[CH:14]=[CH:13][C:12]([O:15][CH3:16])=[CH:11][CH:10]=2)[CH:7]=1.C(Cl)Cl.[NH2:21][C:22]1[C:23]([C:29]2[CH:38]=[CH:37][C:32]([C:33]([O:35][CH3:36])=[O:34])=[C:31]([F:39])[CH:30]=2)=[N:24][C:25](Br)=[CH:26][N:27]=1.C([O-])([O-])=O.[Na+].[Na+], predict the reaction product. The product is: [NH2:21][C:22]1[C:23]([C:29]2[CH:38]=[CH:37][C:32]([C:33]([O:35][CH3:36])=[O:34])=[C:31]([F:39])[CH:30]=2)=[N:24][C:25]([C:2]2[CH2:3][CH2:4][C:5](=[O:17])[N:6]([CH2:8][C:9]3[CH:14]=[CH:13][C:12]([O:15][CH3:16])=[CH:11][CH:10]=3)[CH:7]=2)=[CH:26][N:27]=1. (5) Given the reactants [NH2:1][C:2]1[C:3]([C:14]([OH:16])=O)=[N:4][CH:5]=[N:6][C:7]=1[CH:8]1[CH2:13][CH2:12][O:11][CH2:10][CH2:9]1.[Cl:17][C:18]1[CH:23]=[CH:22][C:21]([C@H:24]2[CH2:29][CH2:28][NH:27][C:26]([S:30][CH3:31])=[N:25]2)=[CH:20][CH:19]=1.CN(C(ON1N=NC2C=CC=CC1=2)=[N+](C)C)C.[B-](F)(F)(F)F.CCN(C(C)C)C(C)C, predict the reaction product. The product is: [NH2:1][C:2]1[C:3]([C:14]([N:27]2[CH2:28][CH2:29][CH:24]([C:21]3[CH:20]=[CH:19][C:18]([Cl:17])=[CH:23][CH:22]=3)[N:25]=[C:26]2[S:30][CH3:31])=[O:16])=[N:4][CH:5]=[N:6][C:7]=1[CH:8]1[CH2:9][CH2:10][O:11][CH2:12][CH2:13]1. (6) Given the reactants [Cl-].O[NH3+:3].[C:4](=[O:7])([O-])[OH:5].[Na+].CS(C)=O.[CH:13]1([N:17]2[C:22](=[O:23])[C:21]([CH2:24][C:25]3[CH:30]=[CH:29][C:28]([C:31]4[C:32]([C:37]#[N:38])=[CH:33][CH:34]=[CH:35][CH:36]=4)=[CH:27][CH:26]=3)=[C:20]([CH2:39][CH2:40][CH3:41])[N:19]3[N:42]=[C:43]([CH3:45])[N:44]=[C:18]23)[CH2:16][CH2:15][CH2:14]1, predict the reaction product. The product is: [CH:13]1([N:17]2[C:22](=[O:23])[C:21]([CH2:24][C:25]3[CH:26]=[CH:27][C:28]([C:31]4[CH:36]=[CH:35][CH:34]=[CH:33][C:32]=4[C:37]4[NH:3][C:4](=[O:7])[O:5][N:38]=4)=[CH:29][CH:30]=3)=[C:20]([CH2:39][CH2:40][CH3:41])[N:19]3[N:42]=[C:43]([CH3:45])[N:44]=[C:18]23)[CH2:16][CH2:15][CH2:14]1. (7) Given the reactants Cl.[Cl:2][C:3]1([Cl:16])[CH2:5][C@@H:4]1[CH2:6][NH:7][C:8]([C@@H:10]1[CH2:15][C@@H:14]2[C@@H:12]([CH2:13]2)[NH:11]1)=[O:9].[C:17]([C:20]1[C:28]2[C:23](=[CH:24][CH:25]=[CH:26][CH:27]=2)[N:22]([CH2:29][C:30](O)=[O:31])[N:21]=1)(=[O:19])[NH2:18].CN(C(ON1N=NC2C=CC=CC1=2)=[N+](C)C)C.F[P-](F)(F)(F)(F)F.CCN(C(C)C)C(C)C, predict the reaction product. The product is: [Cl:16][C:3]1([Cl:2])[CH2:5][C@@H:4]1[CH2:6][NH:7][C:8]([C@@H:10]1[CH2:15][C@@H:14]2[C@@H:12]([CH2:13]2)[N:11]1[C:30](=[O:31])[CH2:29][N:22]1[C:23]2[C:28](=[CH:27][CH:26]=[CH:25][CH:24]=2)[C:20]([C:17]([NH2:18])=[O:19])=[N:21]1)=[O:9]. (8) Given the reactants [NH2:1][C:2]1[N:6]=[CH:5][NH:4][N:3]=1.[Cl:7][C:8]1[CH:15]=[CH:14][CH:13]=[CH:12][C:9]=1[CH2:10]Cl, predict the reaction product. The product is: [Cl:7][C:8]1[CH:15]=[CH:14][CH:13]=[CH:12][C:9]=1[CH2:10][N:4]1[CH:5]=[N:6][C:2]([NH2:1])=[N:3]1.